Dataset: Experimentally validated miRNA-target interactions with 360,000+ pairs, plus equal number of negative samples. Task: Binary Classification. Given a miRNA mature sequence and a target amino acid sequence, predict their likelihood of interaction. (1) The miRNA is mmu-miR-540-5p with sequence CAAGGGUCACCCUCUGACUCUGU. The protein sequence of the target gene is MEAPLQTGMMGTSSHGLATNSSGAKVAERDGFQDVLAPGEGSAGRICGAQPVPFVPQVLGVMIGAGVAVVVTAVLILLVVRRLRVPKTPAPDGPRYRFRKRDKVLFYGRKIMRKVSQSTSSLVDTSVSATSRPRMRKKLKMLNIAKKILRIQKETPTLQRKEPPPAVLEADLTEGDLANSHLPSEVLYMLKNVRVLGHFEKPLFLELCRHMVFQRLGQGDYVFRPGQPDASIYVVQDGLLELCLPGPDGKECVVKEVVPGDSVNSLLSILDVITGHQHPQRTVSARAARDSTVLRLPVEA.... Result: 0 (no interaction). (2) The miRNA is hsa-miR-6889-5p with sequence UCGGGGAGUCUGGGGUCCGGAAU. The protein sequence of the target gene is MDNVLPVDSDLFPNTSTNTSESNQFVQPTWQIVLWAAAYTVIVVTSVVGNVVVIWIILAHKRMRTVTNYFLVNLAFAEACMAAFNTVVNFTYAVHNVWYYGLFYCKFHNFFPIAALFASIYSMTAVAFDRYMAIIHPLQPRLSATATKVVIFVIWVLALLLAFPQGYYSTTETMPSRVVCMIEWPEHPNRTYEKAYHICVTVLIYFLPLLVIGYAYTVVGITLWASEIPGDSSDRYHEQVSAKRKVVKMMIVVVCTFAICWLPFHIFFLLPYINPDLYLKKFIQQVYLASMWLAMSSTMY.... Result: 0 (no interaction). (3) The miRNA is hsa-miR-4780 with sequence ACCCUUGAGCCUGAUCCCUAGC. The protein sequence of the target gene is MAQYGHPSPLGMAAREELYSKVTPRRNRQQRPGTIKHGSALDVLLSMGFPRARAQKALASTGGRSVQAACDWLFSHVGDPFLDDPLPREYVLYLRPTGPLAQKLSDFWQQSKQICGKNKAHNIFPHITLCQFFMCEDSKVDALGEALQTTVSRWKCKFSAPLPLELYTSSNFIGLFVKEDSAEVLKKFAADFAAEAASKTEVHVEPHKKQLHVTLAYHFQASHLPTLEKLAQNIDVKLGCDWVATIFSRDIRFANHETLQVIYPYTPQNDDELELVPGDFIFMSPMEQTSTSEGWIYGTS.... Result: 0 (no interaction). (4) The miRNA is mmu-miR-465a-3p with sequence GAUCAGGGCCUUUCUAAGUAGA. The protein sequence of the target gene is MPGIKRILTVTILALCLPSPGNAQAQCTNGFDLDRQSGQCLDIDECRTIPEACRGDMMCVNQNGGYLCIPRTNPVYRGPYSNPYSTPYSGPYPAAAPPLSAPNYPTISRPLICRFGYQMDESNQCVDVDECATDSHQCNPTQICINTEGGYTCSCTDGYWLLEGQCLDIDECRYGYCQQLCANVPGSYSCTCNPGFTLNEDGRSCQDVNECATENPCVQTCVNTYGSFICRCDPGYELEEDGVHCSDMDECSFSEFLCQHECVNQPGTYFCSCPPGYILLDDNRSCQDINECEHRNHTCN.... Result: 0 (no interaction). (5) The miRNA is mmu-miR-9-5p with sequence UCUUUGGUUAUCUAGCUGUAUGA. The protein sequence of the target gene is MAQLANIGELLSMLDSSTLGVRDDVTAIFKESLNSERGPMLVNTLVDYYLETNSQPVLHILTTLQEPHDKHLLDKINEYVGKAATRLSILSLLGHVVRLQPSWKHKLSQAPLLPSLLKCLKMDTDVVVLTTGVLVLITMLPMIPQSGKQHLLDFFDIFGRLSSWCLKKPGHVTEVYLVHLHASVYALFHRLYGMYPCNFVSFLRSHYSMKENVETFEEVVKPMMEHVRIHPELVTGSKDHELDPRRWKTLETHDVVIECAKISLDPTEASYEDGYSVSHQLSACFPYRSADVTTSPYVDT.... Result: 1 (interaction).